Task: Predict the product of the given reaction.. Dataset: Forward reaction prediction with 1.9M reactions from USPTO patents (1976-2016) (1) Given the reactants [Cl:1][C:2]1[CH:3]=[C:4]([NH2:9])[C:5]([NH2:8])=[CH:6][CH:7]=1.[N+:10]([C:13]1[C:14]([C:18](O)=O)=[N:15][NH:16][CH:17]=1)([O-:12])=[O:11].[OH-].[NH4+], predict the reaction product. The product is: [Cl:1][C:2]1[CH:7]=[CH:6][C:5]2[NH:8][C:18]([C:14]3[C:13]([N+:10]([O-:12])=[O:11])=[CH:17][NH:16][N:15]=3)=[N:9][C:4]=2[CH:3]=1. (2) Given the reactants C([O:8][N:9]1[C:15](=[O:16])[N:14]2[CH2:17][C@H:10]1[CH2:11][CH2:12][C@H:13]2[C:18]1[S:22][C:21]([CH:23]2[CH2:28][CH2:27][N:26]([C:29]([O:31][C:32]([CH3:35])([CH3:34])[CH3:33])=[O:30])[CH2:25][CH2:24]2)=[N:20][N:19]=1)C1C=CC=CC=1, predict the reaction product. The product is: [OH:8][N:9]1[C:15](=[O:16])[N:14]2[CH2:17][C@H:10]1[CH2:11][CH2:12][C@H:13]2[C:18]1[S:22][C:21]([CH:23]2[CH2:24][CH2:25][N:26]([C:29]([O:31][C:32]([CH3:35])([CH3:34])[CH3:33])=[O:30])[CH2:27][CH2:28]2)=[N:20][N:19]=1. (3) Given the reactants [C:1]([C:3]1[CH:35]=[CH:34][C:6]([O:7][C:8]2[CH:32]=[CH:31][C:11]([CH2:12][O:13][C:14]3[CH:15]=[C:16]4[N:23](C(OC(C)(C)C)=O)[CH2:22][CH2:21][N:17]4[C:18](=[O:20])[N:19]=3)=[CH:10][C:9]=2[F:33])=[CH:5][C:4]=1[C:36]([F:39])([F:38])[F:37])#[N:2], predict the reaction product. The product is: [F:33][C:9]1[CH:10]=[C:11]([CH2:12][O:13][C:14]2[CH:15]=[C:16]3[NH:23][CH2:22][CH2:21][N:17]3[C:18](=[O:20])[N:19]=2)[CH:31]=[CH:32][C:8]=1[O:7][C:6]1[CH:34]=[CH:35][C:3]([C:1]#[N:2])=[C:4]([C:36]([F:37])([F:38])[F:39])[CH:5]=1. (4) Given the reactants CO[C:3](=[O:26])[C:4]1[CH:9]=[CH:8][C:7]([O:10][CH2:11][C:12]2[C:13]([C:18]3[CH:23]=[CH:22][C:21]([F:24])=[C:20]([F:25])[CH:19]=3)=[N:14][O:15][C:16]=2[CH3:17])=[N:6][CH:5]=1.[NH2:27][C:28]([CH3:32])([CH3:31])[CH2:29][OH:30], predict the reaction product. The product is: [F:25][C:20]1[CH:19]=[C:18]([C:13]2[C:12]([CH2:11][O:10][C:7]3[CH:8]=[CH:9][C:4]([C:3]([NH:27][C:28]([CH3:32])([CH3:31])[CH2:29][OH:30])=[O:26])=[CH:5][N:6]=3)=[C:16]([CH3:17])[O:15][N:14]=2)[CH:23]=[CH:22][C:21]=1[F:24]. (5) Given the reactants [C:1]([OH:20])(=[O:19])[CH2:2][CH2:3][CH2:4][CH2:5][CH2:6][CH2:7][CH2:8]/[CH:9]=[CH:10]\[CH2:11]/[CH:12]=[CH:13]\[CH2:14][CH2:15][CH2:16][CH2:17][CH3:18].CO.[CH:23](OC)(OC)OC.S(=O)(=O)(O)O, predict the reaction product. The product is: [C:1]([O:20][CH3:23])(=[O:19])[CH2:2][CH2:3][CH2:4][CH2:5][CH2:6][CH2:7][CH2:8]/[CH:9]=[CH:10]\[CH2:11]/[CH:12]=[CH:13]\[CH2:14][CH2:15][CH2:16][CH2:17][CH3:18].